Task: Predict the product of the given reaction.. Dataset: Forward reaction prediction with 1.9M reactions from USPTO patents (1976-2016) Given the reactants [CH3:1][C:2]1[N:11]=[C:10]([C:12]2[CH:17]=[CH:16][C:15]([C:18]3[CH:19]=[N:20][CH:21]=[N:22][CH:23]=3)=[CH:14][CH:13]=2)[C:9]2[CH2:8][CH2:7][C@H:6]3[C@H:24]([CH3:31])[C:25](=[O:30])[CH:26]([C:28]#[N:29])[CH2:27][C@:5]3([C:32]3[CH:37]=[CH:36][CH:35]=[CH:34][CH:33]=3)[C:4]=2[N:3]=1.ClC1C(=O)C(C#N)=C(C#N)C(=O)C=1Cl, predict the reaction product. The product is: [CH3:1][C:2]1[N:11]=[C:10]([C:12]2[CH:13]=[CH:14][C:15]([C:18]3[CH:19]=[N:20][CH:21]=[N:22][CH:23]=3)=[CH:16][CH:17]=2)[C:9]2[CH2:8][CH2:7][C@H:6]3[C@H:24]([CH3:31])[C:25](=[O:30])[C:26]([C:28]#[N:29])=[CH:27][C@:5]3([C:32]3[CH:33]=[CH:34][CH:35]=[CH:36][CH:37]=3)[C:4]=2[N:3]=1.